Predict the reaction yield, written as a fraction of the theoretical maximum amount of product (1.0 means a 100% yield; for example, 0.34 means a 34% yield). From a dataset of Reaction yield outcomes from USPTO patents with 853,638 reactions. (1) The reactants are [CH3:1][O:2][C:3](=[O:12])[CH2:4][C:5]1[CH:10]=[CH:9][C:8](Br)=[CH:7][CH:6]=1.C1(P(C2CCCCC2)C2C=CC=CC=2C2C(OC)=CC=CC=2OC)CCCCC1.P([O-])([O-])([O-])=O.[K+].[K+].[K+].[CH2:50]([C:52]([C:71]1[CH:76]=[CH:75][C:74]([CH2:77][CH2:78][C:79]2([OH:85])[CH2:84][CH2:83][CH2:82][CH2:81][CH2:80]2)=[C:73]([CH3:86])[CH:72]=1)([C:55]1[CH:60]=[CH:59][C:58](B2OC(C)(C)C(C)(C)O2)=[C:57]([CH3:70])[CH:56]=1)[CH2:53][CH3:54])[CH3:51].[Cl-].[NH4+]. The catalyst is C1(C)C=CC=CC=1.C([O-])(=O)C.[Pd+2].C([O-])(=O)C.O. The product is [CH3:1][O:2][C:3](=[O:12])[CH2:4][C:5]1[CH:10]=[CH:9][C:8]([C:58]2[CH:59]=[CH:60][C:55]([C:52]([CH2:53][CH3:54])([C:71]3[CH:76]=[CH:75][C:74]([CH2:77][CH2:78][C:79]4([OH:85])[CH2:84][CH2:83][CH2:82][CH2:81][CH2:80]4)=[C:73]([CH3:86])[CH:72]=3)[CH2:50][CH3:51])=[CH:56][C:57]=2[CH3:70])=[CH:7][CH:6]=1. The yield is 0.540. (2) The reactants are [Br:1][C:2]1[CH:3]=[C:4]([N+:12]([O-:14])=[O:13])[C:5]([CH3:11])=[C:6]([CH:10]=1)[C:7]([OH:9])=[O:8].IC.[C:17](=O)([O-])[O-].[Na+].[Na+]. The catalyst is CN(C=O)C. The product is [Br:1][C:2]1[CH:3]=[C:4]([N+:12]([O-:14])=[O:13])[C:5]([CH3:11])=[C:6]([CH:10]=1)[C:7]([O:9][CH3:17])=[O:8]. The yield is 0.945. (3) The reactants are COC1C=CC(C[N:8](CC2C=CC(OC)=CC=2)[C:9]2[N:14]=[C:13]([C:15]3[CH:20]=[CH:19][N:18]=[CH:17][C:16]=3[NH:21][C:22]3[CH:23]=[N:24][C:25]([O:28][CH3:29])=[CH:26][CH:27]=3)[N:12]=[C:11]([CH3:30])[N:10]=2)=CC=1.FC(F)(F)S(O)(=O)=O. The catalyst is C(O)(C(F)(F)F)=O.C([O-])(O)=O.[Na+]. The product is [CH3:29][O:28][C:25]1[N:24]=[CH:23][C:22]([NH:21][C:16]2[CH:17]=[N:18][CH:19]=[CH:20][C:15]=2[C:13]2[N:12]=[C:11]([CH3:30])[N:10]=[C:9]([NH2:8])[N:14]=2)=[CH:27][CH:26]=1. The yield is 0.810. (4) The yield is 1.00. The reactants are [C:1]1(=[CH:4][C:5](=[O:7])[CH3:6])[CH2:3][CH2:2]1.[Si:8](OS(C(F)(F)F)(=O)=O)([CH2:13][CH3:14])([CH2:11][CH3:12])[CH2:9][CH3:10].CCN(CC)CC. The product is [C:1]1(=[CH:4][C:5]([O:7][Si:8]([CH2:13][CH3:14])([CH2:11][CH3:12])[CH2:9][CH3:10])=[CH2:6])[CH2:3][CH2:2]1. The catalyst is ClC1C=CC=CC=1Cl.C(Cl)Cl. (5) The catalyst is C1COCC1. The reactants are [CH:1]([C:4]1[N:9]=[C:8]([CH2:10][N:11]2[C:19]3[CH:18]=[CH:17][CH:16]=[C:15]([NH2:20])[C:14]=3[C:13]([CH3:21])=[N:12]2)[CH:7]=[CH:6][CH:5]=1)([CH3:3])[CH3:2].[F:22][C:23]1[CH:28]=[CH:27][N:26]2[C:29]([C:32](OCC)=[O:33])=[CH:30][N:31]=[C:25]2[CH:24]=1.[Li+].C[Si]([N-][Si](C)(C)C)(C)C. The product is [F:22][C:23]1[CH:28]=[CH:27][N:26]2[C:29]([C:32]([NH:20][C:15]3[CH:16]=[CH:17][CH:18]=[C:19]4[C:14]=3[C:13]([CH3:21])=[N:12][N:11]4[CH2:10][C:8]3[CH:7]=[CH:6][CH:5]=[C:4]([CH:1]([CH3:3])[CH3:2])[N:9]=3)=[O:33])=[CH:30][N:31]=[C:25]2[CH:24]=1. The yield is 0.730. (6) The reactants are [CH:1]([Mg]Br)=[CH:2][CH2:3][CH3:4].[F:7][C:8]1[CH:9]=[CH:10][C:11]([O:17][CH3:18])=[C:12]([CH2:14][CH:15]=[O:16])[CH:13]=1.[Cl-].[NH4+]. The catalyst is C1COCC1. The product is [CH3:18][O:17][C:11]1[CH:10]=[CH:9][C:8]([F:7])=[CH:13][C:12]=1[CH2:14][CH:15]([OH:16])[CH2:4][CH2:3][CH:2]=[CH2:1]. The yield is 0.740. (7) The reactants are [OH-].[Na+].C([NH:11][C:12]([NH:14][C:15]1[CH:20]=[C:19]([Br:21])[CH:18]=[C:17]([Br:22])[CH:16]=1)=[S:13])(=O)C1C=CC=CC=1. The catalyst is O.C1COCC1. The product is [Br:21][C:19]1[CH:20]=[C:15]([NH:14][C:12]([NH2:11])=[S:13])[CH:16]=[C:17]([Br:22])[CH:18]=1. The yield is 0.950. (8) The reactants are [CH3:1][O:2][C:3]([C:5]1[NH:25][C:8]2=[N:9][CH:10]=[C:11]([NH:13][CH2:14][CH2:15][C:16]3[CH:21]=[CH:20][CH:19]=[C:18]([N+:22]([O-])=O)[CH:17]=3)[CH:12]=[C:7]2[CH:6]=1)=[O:4]. The catalyst is CN(C=O)C.CO.[Pd]. The product is [CH3:1][O:2][C:3]([C:5]1[NH:25][C:8]2=[N:9][CH:10]=[C:11]([NH:13][CH2:14][CH2:15][C:16]3[CH:21]=[CH:20][CH:19]=[C:18]([NH2:22])[CH:17]=3)[CH:12]=[C:7]2[CH:6]=1)=[O:4]. The yield is 0.990. (9) The reactants are [N:1]1([CH2:10][C:11]2[CH:16]=[CH:15][C:14]([C:17]3[O:18][CH:19]=[C:20]([C:22](O)=[O:23])[N:21]=3)=[CH:13][CH:12]=2)[C:9]2[C:4](=[CH:5][CH:6]=[CH:7][CH:8]=2)[CH:3]=[CH:2]1.C(Cl)CCl.[CH:29]1[CH:30]=CC2N(O)N=[N:35][C:33]=2[CH:34]=1.N1CCCC1. The catalyst is CN(C=O)C.CCOC(C)=O.O. The product is [N:35]1([C:22]([C:20]2[N:21]=[C:17]([C:14]3[CH:15]=[CH:16][C:11]([CH2:10][N:1]4[C:9]5[C:8](=[CH:7][CH:6]=[CH:5][CH:4]=5)[CH:3]=[CH:2]4)=[CH:12][CH:13]=3)[O:18][CH:19]=2)=[O:23])[CH2:30][CH2:29][CH2:34][CH2:33]1. The yield is 0.440.